Task: Predict the reactants needed to synthesize the given product.. Dataset: Full USPTO retrosynthesis dataset with 1.9M reactions from patents (1976-2016) (1) Given the product [Br:1][C:2]1[CH:8]=[CH:7][C:5]([NH:6][C:10](=[O:13])[O:11][C:16]2[CH:21]=[CH:20][CH:19]=[CH:18][CH:17]=2)=[C:4]([F:9])[CH:3]=1, predict the reactants needed to synthesize it. The reactants are: [Br:1][C:2]1[CH:8]=[CH:7][C:5]([NH2:6])=[C:4]([F:9])[CH:3]=1.[C:10](=[O:13])(O)[O-:11].[Na+].C(OC(Cl)=O)[C:16]1[CH:21]=[CH:20][CH:19]=[CH:18][CH:17]=1. (2) Given the product [ClH:1].[ClH:1].[Cl:1][C:2]1[CH:7]=[CH:6][CH:5]=[C:4]([Cl:8])[C:3]=1[S:9]([N:12]1[C:20]2[C:15](=[CH:16][CH:17]=[CH:18][CH:19]=2)[C:14](/[CH:21]=[C:22]2\[O:23][C:24]3[C:31]([CH2:32][N:33]4[CH2:38][CH2:37][NH:36][CH2:35][CH2:34]4)=[C:30]([OH:46])[CH:29]=[CH:28][C:25]=3[C:26]\2=[O:27])=[CH:13]1)(=[O:10])=[O:11], predict the reactants needed to synthesize it. The reactants are: [Cl:1][C:2]1[CH:7]=[CH:6][CH:5]=[C:4]([Cl:8])[C:3]=1[S:9]([N:12]1[C:20]2[C:15](=[CH:16][CH:17]=[CH:18][CH:19]=2)[C:14](/[CH:21]=[C:22]2\[O:23][C:24]3[C:31]([CH2:32][N:33]4[CH2:38][CH2:37][N:36](C(OC(C)(C)C)=O)[CH2:35][CH2:34]4)=[C:30]([OH:46])[CH:29]=[CH:28][C:25]=3[C:26]\2=[O:27])=[CH:13]1)(=[O:11])=[O:10].FC(F)(F)C(O)=O.